From a dataset of Retrosynthesis with 50K atom-mapped reactions and 10 reaction types from USPTO. Predict the reactants needed to synthesize the given product. Given the product COC(=O)C1CC1c1ccc(C#Cc2cccc(C)c2)cc1, predict the reactants needed to synthesize it. The reactants are: C#Cc1ccc(C2CC2C(=O)OC)cc1.Cc1cccc(I)c1.